From a dataset of Full USPTO retrosynthesis dataset with 1.9M reactions from patents (1976-2016). Predict the reactants needed to synthesize the given product. (1) Given the product [CH3:1][O:2][C:3]1[CH:11]=[CH:10][CH:9]=[C:8]2[C:4]=1[CH:5]=[C:6]([C:12]([NH:19][C:18]1[CH:20]=[CH:21][C:22]([B:24]3[O:25][C:26]([CH3:31])([CH3:32])[C:27]([CH3:30])([CH3:29])[O:28]3)=[CH:23][C:17]=1[O:16][CH3:15])=[O:14])[NH:7]2, predict the reactants needed to synthesize it. The reactants are: [CH3:1][O:2][C:3]1[CH:11]=[CH:10][CH:9]=[C:8]2[C:4]=1[CH:5]=[C:6]([C:12]([OH:14])=O)[NH:7]2.[CH3:15][O:16][C:17]1[CH:23]=[C:22]([B:24]2[O:28][C:27]([CH3:30])([CH3:29])[C:26]([CH3:32])([CH3:31])[O:25]2)[CH:21]=[CH:20][C:18]=1[NH2:19].C(N=C=NCCCN(C)C)C.Cl.ON1C2N=CC=CC=2N=N1. (2) Given the product [CH:10]1[C:11]2[N:12]([C:15]3[CH:20]=[CH:19][C:18]([C:21]4[CH:26]=[CH:25][C:24]([N:12]5[C:11]6[CH:10]=[CH:9][CH:8]=[CH:7][C:32]=6[C:29]6[C:30]5=[CH:2][CH:1]=[CH:13][CH:28]=6)=[CH:23][CH:22]=4)=[CH:17][CH:16]=3)[C:13]3[C:5](=[CH:4][CH:3]=[CH:2][CH:1]=3)[C:6]=2[CH:7]=[CH:8][CH:9]=1, predict the reactants needed to synthesize it. The reactants are: [CH:1]1[C:13]2[NH:12][C:11]3[C:6](=[CH:7][CH:8]=[CH:9][CH:10]=3)[C:5]=2[CH:4]=[CH:3][CH:2]=1.Br[C:15]1[CH:20]=[CH:19][C:18]([C:21]2[CH:26]=[CH:25][C:24](Br)=[CH:23][CH:22]=2)=[CH:17][CH:16]=1.[CH3:28][C:29]([CH3:32])([O-])[CH3:30].[Na+]. (3) Given the product [CH3:8][C:5]1[CH:6]=[CH:7][C:2]([C:9]([CH3:10])=[O:16])=[CH:3][CH:4]=1, predict the reactants needed to synthesize it. The reactants are: Cl[C:2]1[CH:7]=[CH:6][C:5]([CH3:8])=[CH:4][CH:3]=1.[C:9](#N)[CH3:10].[Li].C1C[O:16]CC1. (4) Given the product [F:24][C:25]1[C:31]([F:32])=[C:30]([F:33])[CH:29]=[CH:28][C:26]=1[NH:27][C@@H:2]([CH3:4])[C:1]([O:6][CH3:7])=[O:5], predict the reactants needed to synthesize it. The reactants are: [C:1]([O:6][CH3:7])(=[O:5])[C@@H:2]([CH3:4])O.N1C(C)=CC=CC=1C.FC(F)(F)S(O)(=O)=O.[F:24][C:25]1[C:31]([F:32])=[C:30]([F:33])[CH:29]=[CH:28][C:26]=1[NH2:27].Cl. (5) Given the product [NH3:14].[CH3:1][OH:2].[C:28]([O:32][C:33]([N:35]1[CH2:36][CH2:37][CH:38]([N:41]2[CH:45]=[C:44]([NH:46][C:15]3[N:14]=[CH:13][C:12]4=[CH:11][CH:10]=[C:9]([C:4]5[CH:5]=[CH:6][CH:7]=[CH:8][C:3]=5[O:2][CH3:1])[N:17]4[N:16]=3)[CH:43]=[N:42]2)[CH2:39][CH2:40]1)=[O:34])([CH3:31])([CH3:29])[CH3:30], predict the reactants needed to synthesize it. The reactants are: [CH3:1][O:2][C:3]1[CH:8]=[CH:7][CH:6]=[CH:5][C:4]=1[C:9]1[N:17]2[C:12]([CH:13]=[N:14][C:15](O)=[N:16]2)=[CH:11][CH:10]=1.C(N(CC)C(C)C)(C)C.[C:28]([O:32][C:33]([N:35]1[CH2:40][CH2:39][CH:38]([N:41]2[CH:45]=[C:44]([NH2:46])[CH:43]=[N:42]2)[CH2:37][CH2:36]1)=[O:34])([CH3:31])([CH3:30])[CH3:29]. (6) Given the product [C:2]1([CH:1]([CH:9]2[CH2:14][CH2:13][NH:12][CH2:11][CH2:10]2)[OH:8])[CH:3]=[CH:4][CH:5]=[CH:6][CH:7]=1, predict the reactants needed to synthesize it. The reactants are: [C:1]([CH:9]1[CH2:14][CH2:13][NH:12][CH2:11][CH2:10]1)(=[O:8])[C:2]1[CH:7]=[CH:6][CH:5]=[CH:4][CH:3]=1.C(=O)C.[OH-].[Na+].[Na+].[Cl-]. (7) Given the product [C:7]([C:6]1[CH:10]=[CH:11][C:3]([CH:1]=[O:2])=[CH:4][CH:5]=1)([O:9][CH3:16])=[O:8], predict the reactants needed to synthesize it. The reactants are: [CH:1]([C:3]1[CH:11]=[CH:10][C:6]([C:7]([OH:9])=[O:8])=[CH:5][CH:4]=1)=[O:2].S(Cl)(Cl)=O.[CH3:16]O. (8) Given the product [C:11]1([CH:10]([C:17]2[CH:18]=[CH:19][CH:20]=[CH:21][CH:22]=2)[C:9]([NH:8][C:7]2[C:2]([OH:1])=[N:3][C:4]([C:24]3[CH:37]=[C:36]([C:35]([O:39][CH2:40][CH3:41])=[O:38])[O:26][N:25]=3)=[N:5][CH:6]=2)=[O:23])[CH:16]=[CH:15][CH:14]=[CH:13][CH:12]=1, predict the reactants needed to synthesize it. The reactants are: [OH:1][C:2]1[C:7]([NH:8][C:9](=[O:23])[CH:10]([C:17]2[CH:22]=[CH:21][CH:20]=[CH:19][CH:18]=2)[C:11]2[CH:16]=[CH:15][CH:14]=[CH:13][CH:12]=2)=[CH:6][N:5]=[C:4]([CH:24]=[N:25][OH:26])[N:3]=1.C1C(=O)N(Cl)C(=O)C1.[C:35]([O:39][CH2:40][CH3:41])(=[O:38])[C:36]#[CH:37].CCN(CC)CC.